Predict which catalyst facilitates the given reaction. From a dataset of Catalyst prediction with 721,799 reactions and 888 catalyst types from USPTO. (1) Reactant: [N+:1]([C:4]1[CH:5]=[N:6][N:7]([C:9]2([C:13]([O:15]CC)=O)[CH2:12][CH2:11][CH2:10]2)[CH:8]=1)([O-:3])=[O:2].[NH3:18]. Product: [N+:1]([C:4]1[CH:5]=[N:6][N:7]([C:9]2([C:13]([NH2:18])=[O:15])[CH2:10][CH2:11][CH2:12]2)[CH:8]=1)([O-:3])=[O:2]. The catalyst class is: 5. (2) Reactant: [CH3:1][N:2]1[CH2:7][CH2:6][N:5]([C:8]2[CH:9]=[CH:10][CH:11]=[C:12]3[C:17]=2[CH2:16][C@H:15]([NH:18][C:19](=[O:30])[C:20]2[CH:25]=[CH:24][C:23]([C:26]([F:29])([F:28])[F:27])=[CH:22][CH:21]=2)[CH2:14][CH2:13]3)[CH2:4][CH2:3]1.C([O-])(=O)C.[Na+].[Br:36]Br.[OH-].[Na+]. Product: [Br:36][C:11]1[CH:10]=[CH:9][C:8]([N:5]2[CH2:6][CH2:7][N:2]([CH3:1])[CH2:3][CH2:4]2)=[C:17]2[C:12]=1[CH2:13][CH2:14][C@@H:15]([NH:18][C:19](=[O:30])[C:20]1[CH:21]=[CH:22][C:23]([C:26]([F:29])([F:27])[F:28])=[CH:24][CH:25]=1)[CH2:16]2. The catalyst class is: 15.